Dataset: Reaction yield outcomes from USPTO patents with 853,638 reactions. Task: Predict the reaction yield, written as a fraction of the theoretical maximum amount of product (1.0 means a 100% yield; for example, 0.34 means a 34% yield). (1) The reactants are [Cl:1][C:2]1[C:3]([F:21])=[C:4]2[CH:10]=[CH:9][N:8]([Si](C(C)C)(C(C)C)C(C)C)[C:5]2=[N:6][CH:7]=1.CCCC[N+](CCCC)(CCCC)CCCC.[F-].C(Cl)Cl. The catalyst is C1COCC1. The product is [Cl:1][C:2]1[C:3]([F:21])=[C:4]2[CH:10]=[CH:9][NH:8][C:5]2=[N:6][CH:7]=1. The yield is 0.890. (2) The reactants are [Si:1]([O:8][C@H:9]1[C@@H:13]([O:14][Si:15]([C:18]([CH3:21])([CH3:20])[CH3:19])([CH3:17])[CH3:16])[C@H:12]([N:22]2[CH:27]=[CH:26][C:25](=[O:28])[N:24]([CH2:29][C:30]3[CH:35]=[CH:34][C:33]([O:36][CH3:37])=[CH:32][CH:31]=3)[C:23]2=[O:38])[O:11][CH:10]1[C@H:39]([OH:76])[C@@H:40]([C:69]([O:71][C:72]([CH3:75])([CH3:74])[CH3:73])=[O:70])[NH:41][CH2:42][CH2:43][CH2:44][NH:45][C:46](=[O:68])[C@H:47]([CH2:59][CH2:60][C:61]([O:63][C:64]([CH3:67])([CH3:66])[CH3:65])=[O:62])[NH:48]C(=O)OCC1C=CC=CC=1)([C:4]([CH3:7])([CH3:6])[CH3:5])([CH3:3])[CH3:2]. The catalyst is CO.[Pd]. The product is [NH2:48][C@H:47]([C:46]([NH:45][CH2:44][CH2:43][CH2:42][NH:41][C@H:40]([C:69]([O:71][C:72]([CH3:75])([CH3:74])[CH3:73])=[O:70])[C@H:39]([CH:10]1[C@@H:9]([O:8][Si:1]([C:4]([CH3:7])([CH3:6])[CH3:5])([CH3:2])[CH3:3])[C@@H:13]([O:14][Si:15]([C:18]([CH3:21])([CH3:20])[CH3:19])([CH3:16])[CH3:17])[C@H:12]([N:22]2[CH:27]=[CH:26][C:25](=[O:28])[N:24]([CH2:29][C:30]3[CH:31]=[CH:32][C:33]([O:36][CH3:37])=[CH:34][CH:35]=3)[C:23]2=[O:38])[O:11]1)[OH:76])=[O:68])[CH2:59][CH2:60][C:61]([O:63][C:64]([CH3:65])([CH3:66])[CH3:67])=[O:62]. The yield is 0.960.